The task is: Predict the product of the given reaction.. This data is from Forward reaction prediction with 1.9M reactions from USPTO patents (1976-2016). (1) Given the reactants [CH3:1][C:2]1([CH3:12])[C:7](=O)[CH2:6][C:5](=[O:9])[C:4]([CH3:11])([CH3:10])[O:3]1.P(Cl)(Cl)(Cl)(Cl)[Cl:14], predict the reaction product. The product is: [Cl:14][C:7]1[C:2]([CH3:12])([CH3:1])[O:3][C:4]([CH3:11])([CH3:10])[C:5](=[O:9])[CH:6]=1. (2) Given the reactants CS[C:3](=[NH:19])[CH2:4][C:5]1[CH:6]=[CH:7][C:8]2[S:13][C:12]3[N:14]=[CH:15][CH:16]=[N:17][C:11]=3[NH:10][C:9]=2[CH:18]=1.[N:20]#[C:21][NH2:22], predict the reaction product. The product is: [C:21]([N:22]=[C:3]([NH2:19])[CH2:4][C:5]1[CH:6]=[CH:7][C:8]2[S:13][C:12]3[N:14]=[CH:15][CH:16]=[N:17][C:11]=3[NH:10][C:9]=2[CH:18]=1)#[N:20]. (3) Given the reactants [F:1][C:2]([F:21])([F:20])[C:3]1[CH:4]=[C:5]([S:9]([CH:12]2[CH2:15][CH:14]([C:16](OC)=[O:17])[CH2:13]2)(=[O:11])=[O:10])[CH:6]=[CH:7][CH:8]=1.[H-].[H-].[H-].[H-].[Li+].[Al+3], predict the reaction product. The product is: [F:20][C:2]([F:1])([F:21])[C:3]1[CH:4]=[C:5]([S:9]([CH:12]2[CH2:13][CH:14]([CH2:16][OH:17])[CH2:15]2)(=[O:11])=[O:10])[CH:6]=[CH:7][CH:8]=1. (4) Given the reactants C1(C2C(O[C@@H]3CCCN([C@H](C4C=C(Cl)C=C(Cl)C=4)C)C3)=CC(F)=C(C=2)C(OC)=O)CC1.[Cl:32][C:33]1[CH:38]=[C:37]([F:39])[CH:36]=[CH:35][C:34]=1[C@H:40]([N:42]1[CH2:47][CH2:46][CH2:45][C@@H:44]([O:48][C:49]2[C:58]([CH:59]3[CH2:61][CH2:60]3)=[CH:57][C:52]([C:53]([O:55]C)=[O:54])=[C:51]([F:62])[CH:50]=2)[CH2:43]1)[CH3:41], predict the reaction product. The product is: [Cl:32][C:33]1[CH:38]=[C:37]([F:39])[CH:36]=[CH:35][C:34]=1[C@H:40]([N:42]1[CH2:47][CH2:46][CH2:45][C@@H:44]([O:48][C:49]2[C:58]([CH:59]3[CH2:61][CH2:60]3)=[CH:57][C:52]([C:53]([OH:55])=[O:54])=[C:51]([F:62])[CH:50]=2)[CH2:43]1)[CH3:41]. (5) Given the reactants [CH3:1][C@H:2]1[CH2:6][CH2:5][N:4]([C:7]2[CH:12]=[CH:11][C:10]([N+:13]([O-])=O)=[C:9]([C:16]([F:19])([F:18])[F:17])[CH:8]=2)[CH2:3]1, predict the reaction product. The product is: [CH3:1][C@H:2]1[CH2:6][CH2:5][N:4]([C:7]2[CH:12]=[CH:11][C:10]([NH2:13])=[C:9]([C:16]([F:19])([F:17])[F:18])[CH:8]=2)[CH2:3]1. (6) Given the reactants [Br:1][C:2]1[C:14]2[NH:13][C:12]3[C:7](=[CH:8][CH:9]=[CH:10][CH:11]=3)[C:6]=2[CH:5]=[CH:4][CH:3]=1.[H-].[Na+].[C:17]1([C:36]2[CH:41]=[CH:40][CH:39]=[CH:38][CH:37]=2)[CH:22]=[CH:21][C:20]([C:23]2[N:28]=[C:27](Cl)[N:26]=[C:25]([C:30]3[CH:35]=[CH:34][CH:33]=[CH:32][CH:31]=3)[N:24]=2)=[CH:19][CH:18]=1.CO, predict the reaction product. The product is: [C:17]1([C:36]2[CH:37]=[CH:38][CH:39]=[CH:40][CH:41]=2)[CH:22]=[CH:21][C:20]([C:23]2[N:24]=[C:25]([C:30]3[CH:35]=[CH:34][CH:33]=[CH:32][CH:31]=3)[N:26]=[C:27]([N:13]3[C:14]4[C:2]([Br:1])=[CH:3][CH:4]=[CH:5][C:6]=4[C:7]4[C:12]3=[CH:11][CH:10]=[CH:9][CH:8]=4)[N:28]=2)=[CH:19][CH:18]=1. (7) Given the reactants [NH2:1][C@H:2](C(O)=O)[CH2:3][C:4]1[C:12]2[C:7](=[CH:8][CH:9]=[CH:10][CH:11]=2)[NH:6][CH:5]=1.[Cl:16][C:17]1[CH:24]=[CH:23][C:22]([N+:25]([O-:27])=[O:26])=[CH:21][C:18]=1[CH:19]=O.[Cr](O[Cr]([O-])(=O)=O)([O-])(=O)=O.[K+].[K+].[O-]S([O-])=O.[Na+].[Na+].[OH-].[Na+], predict the reaction product. The product is: [Cl:16][C:17]1[CH:24]=[CH:23][C:22]([N+:25]([O-:27])=[O:26])=[CH:21][C:18]=1[C:19]1[C:5]2[NH:6][C:7]3[C:12](=[CH:11][CH:10]=[CH:9][CH:8]=3)[C:4]=2[CH:3]=[CH:2][N:1]=1. (8) Given the reactants [F:1][C:2]1[CH:7]=[C:6]([OH:8])[CH:5]=[CH:4][C:3]=1[S:9]([NH2:12])(=[O:11])=[O:10].[C:13]([O:17][C:18]([N:20]1[CH2:25][CH2:24][CH:23]([CH2:26][CH2:27][CH2:28]O)[CH2:22][CH2:21]1)=[O:19])([CH3:16])([CH3:15])[CH3:14], predict the reaction product. The product is: [C:13]([O:17][C:18]([N:20]1[CH2:25][CH2:24][CH:23]([CH2:26][CH2:27][CH2:28][O:8][C:6]2[CH:5]=[CH:4][C:3]([S:9](=[O:11])(=[O:10])[NH2:12])=[C:2]([F:1])[CH:7]=2)[CH2:22][CH2:21]1)=[O:19])([CH3:16])([CH3:15])[CH3:14].